From a dataset of Peptide-MHC class I binding affinity with 185,985 pairs from IEDB/IMGT. Regression. Given a peptide amino acid sequence and an MHC pseudo amino acid sequence, predict their binding affinity value. This is MHC class I binding data. (1) The peptide sequence is SHEQGDIAL. The MHC is HLA-B48:01 with pseudo-sequence HLA-B48:01. The binding affinity (normalized) is 0.0847. (2) The peptide sequence is FPYSTFPII. The MHC is HLA-A02:02 with pseudo-sequence HLA-A02:02. The binding affinity (normalized) is 0.0821. (3) The peptide sequence is MGMEQTMSV. The MHC is HLA-A30:01 with pseudo-sequence HLA-A30:01. The binding affinity (normalized) is 0.213. (4) The peptide sequence is RPRQRGIPF. The MHC is HLA-B57:01 with pseudo-sequence HLA-B57:01. The binding affinity (normalized) is 0.0847. (5) The peptide sequence is ETVWPFFYA. The MHC is HLA-A29:02 with pseudo-sequence HLA-A29:02. The binding affinity (normalized) is 0.0847. (6) The MHC is Mamu-B01 with pseudo-sequence Mamu-B01. The binding affinity (normalized) is 0.991. The peptide sequence is SDYLEADTI.